Dataset: Reaction yield outcomes from USPTO patents with 853,638 reactions. Task: Predict the reaction yield, written as a fraction of the theoretical maximum amount of product (1.0 means a 100% yield; for example, 0.34 means a 34% yield). (1) The reactants are [F:1][C:2]1[CH:3]=[CH:4][C:5]2[C:6]3[C:11]([CH:12]([CH3:28])[N:13]([C:16](=[O:27])[C:17]4[CH:22]=[CH:21][C:20]([O:23]C)=[CH:19][C:18]=4[O:25]C)[C:14]=2[CH:15]=1)=[CH:10][CH:9]=[CH:8][CH:7]=3.FC1C=C(F)C=CC=1C1C=CC=CC=1C(NC(=O)C1C=CC(OC)=CC=1OC)C.C[Si]([N-][Si](C)(C)C)(C)C.[Li+]. The catalyst is C1COCC1. The product is [F:1][C:2]1[CH:3]=[CH:4][C:5]2[C:6]3[C:11]([CH:12]([CH3:28])[N:13]([C:16]([C:17]4[CH:22]=[CH:21][C:20]([OH:23])=[CH:19][C:18]=4[OH:25])=[O:27])[C:14]=2[CH:15]=1)=[CH:10][CH:9]=[CH:8][CH:7]=3. The yield is 0.990. (2) The reactants are [F:1][C:2]1[CH:8]=[C:7]([S:9]([CH3:12])(=[O:11])=[O:10])[CH:6]=[CH:5][C:3]=1[NH2:4].CC1C=CC(S(O)(=O)=O)=CC=1.Cl[C:25]1[N:33]=[C:32]2[C:28]([N:29]([CH3:40])[C:30](=[O:39])[N:31]2[CH:34]2[CH2:38][CH2:37][CH2:36][CH2:35]2)=[CH:27][N:26]=1.C(O)CCC. The catalyst is CC(C)CC(O)C. The product is [CH:34]1([N:31]2[C:30](=[O:39])[N:29]([CH3:40])[C:28]3[C:32]2=[N:33][C:25]([NH:4][C:3]2[CH:5]=[CH:6][C:7]([S:9]([CH3:12])(=[O:11])=[O:10])=[CH:8][C:2]=2[F:1])=[N:26][CH:27]=3)[CH2:35][CH2:36][CH2:37][CH2:38]1. The yield is 0.170.